From a dataset of Full USPTO retrosynthesis dataset with 1.9M reactions from patents (1976-2016). Predict the reactants needed to synthesize the given product. Given the product [CH3:1][CH:2]1[CH2:7][CH2:6][CH2:5][CH2:4][CH:3]1[N:8]1[C:12]2=[C:13]3[CH:19]=[CH:18][NH:17][C:14]3=[N:15][CH:16]=[C:11]2[N:10]([CH2:30][CH2:29][CH2:28][O:27][C:21]2[CH:26]=[CH:25][CH:24]=[CH:23][CH:22]=2)[C:9]1=[O:20], predict the reactants needed to synthesize it. The reactants are: [CH3:1][CH:2]1[CH2:7][CH2:6][CH2:5][CH2:4][CH:3]1[N:8]1[C:12]2=[C:13]3[CH:19]=[CH:18][NH:17][C:14]3=[N:15][CH:16]=[C:11]2[NH:10][C:9]1=[O:20].[C:21]1([O:27][CH2:28][CH2:29][CH2:30]Br)[CH:26]=[CH:25][CH:24]=[CH:23][CH:22]=1.N12CNCC1=CCCC2.